From a dataset of Full USPTO retrosynthesis dataset with 1.9M reactions from patents (1976-2016). Predict the reactants needed to synthesize the given product. Given the product [Cl:7][CH:8]([Cl:12])[C:9]([O-:11])=[O:10].[NH+:1]1[CH:6]=[CH:5][CH:4]=[CH:3][CH:2]=1, predict the reactants needed to synthesize it. The reactants are: [N:1]1[CH:6]=[CH:5][CH:4]=[CH:3][CH:2]=1.[Cl:7][CH:8]([Cl:12])[C:9]([OH:11])=[O:10].